From a dataset of Full USPTO retrosynthesis dataset with 1.9M reactions from patents (1976-2016). Predict the reactants needed to synthesize the given product. (1) Given the product [Cl:1][C:2]1[C:7]([C:8]2[CH:13]=[CH:12][CH:11]=[C:10]([CH2:14][CH3:15])[CH:9]=2)=[C:6]([C@@:16]([OH:25])([C@@H:26]2[CH2:31][CH2:30][CH2:29][NH:28][CH2:27]2)[CH2:17][CH2:18][CH2:19][NH:20][C:21](=[O:24])[CH2:22][OH:23])[CH:5]=[CH:4][CH:3]=1, predict the reactants needed to synthesize it. The reactants are: [Cl:1][C:2]1[C:7]([C:8]2[CH:13]=[CH:12][CH:11]=[C:10]([CH2:14][CH3:15])[CH:9]=2)=[C:6]([C@:16]([C@@H:26]2[CH2:31][CH2:30][CH2:29][N:28](C(OC(C)(C)C)=O)[CH2:27]2)([OH:25])[CH2:17][CH2:18][CH2:19][NH:20][C:21](=[O:24])[CH2:22][OH:23])[CH:5]=[CH:4][CH:3]=1.Cl. (2) Given the product [CH2:11]([CH:10]([CH2:9][CH:8]([CH2:7][CH3:6])[CH:42]([OH:41])[CH2:43][CH2:44][CH3:45])[CH2:15][OH:27])[CH3:12], predict the reactants needed to synthesize it. The reactants are: [C:15]([O-])(=[O:27])CCCC[CH2:6][CH2:7][CH2:8][CH2:9][CH2:10][CH2:11][CH3:12].[C:15]([O-])(=[O:27])[CH2:6][CH2:7][CH2:8][CH2:9][CH2:10][CH2:11][CH2:12]CCCC.C([Sn+2]CCCC)CCC.C([O:41][CH2:42][CH2:43][CH2:44][CH3:45])(=O)C. (3) Given the product [CH3:1][C:2]1[CH:7]=[CH:6][CH:5]=[C:4]([C:8]#[C:9][CH:10]=[C:11]2[CH2:12][CH2:13][N:14]([C:18]3[CH:23]=[CH:22][CH:21]=[CH:20][C:19]=3[N+:24]([O-:26])=[O:25])[CH2:15][CH2:16]2)[N:3]=1, predict the reactants needed to synthesize it. The reactants are: [CH3:1][C:2]1[CH:7]=[CH:6][CH:5]=[C:4]([C:8]#[C:9][CH:10]=[C:11]2[CH2:16][CH2:15][NH:14][CH2:13][CH2:12]2)[N:3]=1.Br[C:18]1[CH:23]=[CH:22][CH:21]=[CH:20][C:19]=1[N+:24]([O-:26])=[O:25]. (4) Given the product [N:1]1[CH:6]=[CH:5][CH:4]=[CH:3][C:2]=1[C:7]1[N:11]=[C:10]([C:12]2[CH:17]=[C:16]([O:18][CH2:21][CH2:31][CH2:30][N:29]([CH3:34])[CH3:28])[CH:15]=[C:14]([C:19]#[N:20])[CH:13]=2)[O:9][N:8]=1, predict the reactants needed to synthesize it. The reactants are: [N:1]1[CH:6]=[CH:5][CH:4]=[CH:3][C:2]=1[C:7]1[N:11]=[C:10]([C:12]2[CH:17]=[C:16]([OH:18])[CH:15]=[C:14]([C:19]#[N:20])[CH:13]=2)[O:9][N:8]=1.[C:21](=O)([O-])[O-].[K+].[K+].Cl.[CH3:28][N:29]([CH3:34])[CH:30](C)[CH2:31]Cl. (5) Given the product [C:22]1([C:2]2[CH:8]=[C:7]3[C:5](=[CH:4][CH:3]=2)[NH:6][C:12](=[O:20])[CH:13]=[C:14]3[C:16]([F:17])([F:18])[F:19])[CH2:23][CH2:24][CH2:25][CH2:26][CH2:21][CH:27]=1, predict the reactants needed to synthesize it. The reactants are: Br[C:2]1[CH:8]=[CH:7][C:5]([NH2:6])=[CH:4][CH:3]=1.C(O[C:12](=[O:20])[CH2:13][C:14]([C:16]([F:19])([F:18])[F:17])=O)C.[C:21]1([CH3:27])[CH:26]=[CH:25][CH:24]=[CH:23][CH:22]=1. (6) Given the product [Br:3][C:4]1[C:9]([CH3:10])=[CH:8][C:7]([CH2:11][NH:2][CH3:1])=[CH:6][C:5]=1[CH3:13], predict the reactants needed to synthesize it. The reactants are: [CH3:1][NH2:2].[Br:3][C:4]1[C:9]([CH3:10])=[CH:8][C:7]([CH2:11]I)=[CH:6][C:5]=1[CH3:13]. (7) Given the product [C:16]([O:15][C:13]([N:11]1[CH2:10][CH2:9][C:7]2[N:8]=[C:3]([O:2][CH3:1])[N:4]=[C:5]([C:32]3[CH:33]=[CH:34][CH:35]=[CH:36][C:31]=3[CH3:40])[C:6]=2[CH2:12]1)=[O:14])([CH3:17])([CH3:18])[CH3:19], predict the reactants needed to synthesize it. The reactants are: [CH3:1][O:2][C:3]1[N:4]=[C:5](OS(C2C=CC(C)=CC=2)(=O)=O)[C:6]2[CH2:12][N:11]([C:13]([O:15][C:16]([CH3:19])([CH3:18])[CH3:17])=[O:14])[CH2:10][CH2:9][C:7]=2[N:8]=1.[C:31]1([CH3:40])[CH:36]=[CH:35][CH:34]=[CH:33][C:32]=1B(O)O.[O-]P([O-])([O-])=O.[K+].[K+].[K+].C1(P(C2C=CC=CC=2C2C=CC=CC=2)C2CCCCC2)CCCCC1.